Dataset: NCI-60 drug combinations with 297,098 pairs across 59 cell lines. Task: Regression. Given two drug SMILES strings and cell line genomic features, predict the synergy score measuring deviation from expected non-interaction effect. (1) Synergy scores: CSS=33.5, Synergy_ZIP=-13.5, Synergy_Bliss=-7.86, Synergy_Loewe=-12.0, Synergy_HSA=-4.67. Drug 1: C1C(C(OC1N2C=NC3=C(N=C(N=C32)Cl)N)CO)O. Cell line: MDA-MB-435. Drug 2: CC1=C2C(C(=O)C3(C(CC4C(C3C(C(C2(C)C)(CC1OC(=O)C(C(C5=CC=CC=C5)NC(=O)C6=CC=CC=C6)O)O)OC(=O)C7=CC=CC=C7)(CO4)OC(=O)C)O)C)OC(=O)C. (2) Drug 1: CC1C(C(=O)NC(C(=O)N2CCCC2C(=O)N(CC(=O)N(C(C(=O)O1)C(C)C)C)C)C(C)C)NC(=O)C3=C4C(=C(C=C3)C)OC5=C(C(=O)C(=C(C5=N4)C(=O)NC6C(OC(=O)C(N(C(=O)CN(C(=O)C7CCCN7C(=O)C(NC6=O)C(C)C)C)C)C(C)C)C)N)C. Drug 2: CC1=C(C(CCC1)(C)C)C=CC(=CC=CC(=CC(=O)O)C)C. Cell line: U251. Synergy scores: CSS=41.1, Synergy_ZIP=17.0, Synergy_Bliss=17.8, Synergy_Loewe=0.667, Synergy_HSA=14.5.